From a dataset of Full USPTO retrosynthesis dataset with 1.9M reactions from patents (1976-2016). Predict the reactants needed to synthesize the given product. (1) Given the product [Br:1][C:2]1[CH:7]=[CH:6][C:5]([O:8][CH2:27][CH2:28][CH2:29][S:30]([CH3:33])(=[O:32])=[O:31])=[CH:4][C:3]=1[CH3:9], predict the reactants needed to synthesize it. The reactants are: [Br:1][C:2]1[CH:7]=[CH:6][C:5]([OH:8])=[CH:4][C:3]=1[CH3:9].C([O-])([O-])=O.[K+].[K+].CC1C=CC(S(O[CH2:27][CH2:28][CH2:29][S:30]([CH3:33])(=[O:32])=[O:31])(=O)=O)=CC=1.[NH4+].[Cl-]. (2) Given the product [Cl:1][C:2]1[N:7]=[C:6]([C:8]2[CH:9]=[C:10]([F:20])[CH:11]=[C:12]([N:14]3[CH2:19][CH2:18][N:17]([CH2:23][CH3:25])[CH2:16][CH2:15]3)[CH:13]=2)[CH:5]=[CH:4][N:3]=1, predict the reactants needed to synthesize it. The reactants are: [Cl:1][C:2]1[N:7]=[C:6]([C:8]2[CH:13]=[C:12]([N:14]3[CH2:19][CH2:18][NH:17][CH2:16][CH2:15]3)[CH:11]=[C:10]([F:20])[CH:9]=2)[CH:5]=[CH:4][N:3]=1.[BH-](OC(C)=O)(OC(C)=O)O[C:23]([CH3:25])=O.[Na+].